This data is from CYP1A2 inhibition data for predicting drug metabolism from PubChem BioAssay. The task is: Regression/Classification. Given a drug SMILES string, predict its absorption, distribution, metabolism, or excretion properties. Task type varies by dataset: regression for continuous measurements (e.g., permeability, clearance, half-life) or binary classification for categorical outcomes (e.g., BBB penetration, CYP inhibition). Dataset: cyp1a2_veith. The drug is Nc1ccc(C(=O)N/N=C/c2ccccc2)cc1. The result is 1 (inhibitor).